Dataset: Forward reaction prediction with 1.9M reactions from USPTO patents (1976-2016). Task: Predict the product of the given reaction. (1) Given the reactants [Li+].C[Si]([N-][Si](C)(C)C)(C)C.[CH3:11][N:12]([C:25](=[O:28])[CH2:26][CH3:27])[N:13]=[C:14]([C:20]([O:22]CC)=O)[C:15]([O:17]CC)=[O:16].O, predict the reaction product. The product is: [OH:22][C:20]1[C:14]([C:15]([OH:17])=[O:16])=[N:13][N:12]([CH3:11])[C:25](=[O:28])[C:26]=1[CH3:27]. (2) The product is: [CH3:1][C:2]1[N:3]=[CH:4][C:5]([C:6]([NH:18][C:17]2[CH:19]=[CH:20][C:14]([O:13][CH2:11][CH3:12])=[CH:15][C:16]=2[N+:21]([O-:23])=[O:22])=[O:8])=[CH:9][CH:10]=1. Given the reactants [CH3:1][C:2]1[CH:10]=[CH:9][C:5]([C:6]([OH:8])=O)=[CH:4][N:3]=1.[CH2:11]([O:13][C:14]1[CH:20]=[CH:19][C:17]([NH2:18])=[C:16]([N+:21]([O-:23])=[O:22])[CH:15]=1)[CH3:12], predict the reaction product.